From a dataset of Full USPTO retrosynthesis dataset with 1.9M reactions from patents (1976-2016). Predict the reactants needed to synthesize the given product. Given the product [CH3:13][C:14]1([CH3:28])[CH2:19][O:18][B:17]([C:2]2[CH:7]=[CH:6][C:5]([C:8]3([CH2:11][OH:12])[CH2:10][CH2:9]3)=[CH:4][CH:3]=2)[O:16][CH2:15]1, predict the reactants needed to synthesize it. The reactants are: Br[C:2]1[CH:7]=[CH:6][C:5]([C:8]2([CH2:11][OH:12])[CH2:10][CH2:9]2)=[CH:4][CH:3]=1.[CH3:13][C:14]1([CH3:28])[CH2:19][O:18][B:17]([B:17]2[O:18][CH2:19][C:14]([CH3:28])([CH3:13])[CH2:15][O:16]2)[O:16][CH2:15]1.CC([O-])=O.[K+].